This data is from Catalyst prediction with 721,799 reactions and 888 catalyst types from USPTO. The task is: Predict which catalyst facilitates the given reaction. (1) Reactant: C(OC([N:8]1[C:12]([CH2:13][CH:14]([C:28]([S:30][CH2:31][CH:32]([NH:37][C:38](=[O:40])[CH3:39])[C:33]([O:35][CH3:36])=[O:34])=[O:29])[NH:15][C:16](=[O:27])[CH2:17][CH2:18][NH:19]C(OC(C)(C)C)=O)=[CH:11][N:10]=[CH:9]1)=O)(C)(C)C.[ClH:41]. Product: [ClH:41].[ClH:41].[C:38]([NH:37][C@@H:32]([CH2:31][S:30][C:28](=[O:29])[C@@H:14]([NH:15][C:16](=[O:27])[CH2:17][CH2:18][NH2:19])[CH2:13][C:12]1[NH:8][CH:9]=[N:10][CH:11]=1)[C:33]([O:35][CH3:36])=[O:34])(=[O:40])[CH3:39]. The catalyst class is: 12. (2) The catalyst class is: 19. Product: [CH3:34][N:33]1[C:29]([C:20]([C:22]2[N:26]([CH3:27])[C:25]([CH3:28])=[N:24][CH:23]=2)([OH:21])[C:15]2[CH:16]=[C:17]3[C:12](=[CH:13][CH:14]=2)[N:11]=[C:10]([O:36][CH3:37])[C:9]([OH:8])=[C:18]3[Cl:19])=[CH:30][N:31]=[C:32]1[CH3:35]. Reactant: C([O:8][C:9]1[C:10]([O:36][CH3:37])=[N:11][C:12]2[C:17]([C:18]=1[Cl:19])=[CH:16][C:15]([C:20]([C:29]1[N:33]([CH3:34])[C:32]([CH3:35])=[N:31][CH:30]=1)([C:22]1[N:26]([CH3:27])[C:25]([CH3:28])=[N:24][CH:23]=1)[OH:21])=[CH:14][CH:13]=2)C1C=CC=CC=1. (3) Reactant: [CH2:1]([O:3][C:4]([CH:6]1[CH2:8][CH:7]1[C:9]1[CH:14]=[C:13]([F:15])[C:12]([O:16]CC2C=CC=CC=2)=[C:11]([F:24])[CH:10]=1)=[O:5])[CH3:2]. Product: [CH2:1]([O:3][C:4]([CH:6]1[CH2:8][CH:7]1[C:9]1[CH:10]=[C:11]([F:24])[C:12]([OH:16])=[C:13]([F:15])[CH:14]=1)=[O:5])[CH3:2]. The catalyst class is: 50.